Task: Predict the product of the given reaction.. Dataset: Forward reaction prediction with 1.9M reactions from USPTO patents (1976-2016) (1) Given the reactants [NH2:1][C:2]1[N:10]=[C:9]2[C:5]([N:6]=[C:7]([S:11][CH3:12])[NH:8]2)=[C:4]([N:13]2[CH2:18][CH2:17][N:16]([C:19](=[O:29])[CH2:20][O:21][C:22]3[CH:27]=[CH:26][C:25]([Cl:28])=[CH:24][CH:23]=3)[CH2:15][CH2:14]2)[N:3]=1.[CH3:30]I, predict the reaction product. The product is: [NH2:1][C:2]1[N:10]=[C:9]2[C:5]([N:6]=[C:7]([S:11][CH3:12])[N:8]2[CH3:30])=[C:4]([N:13]2[CH2:18][CH2:17][N:16]([C:19](=[O:29])[CH2:20][O:21][C:22]3[CH:27]=[CH:26][C:25]([Cl:28])=[CH:24][CH:23]=3)[CH2:15][CH2:14]2)[N:3]=1. (2) Given the reactants [OH:1][CH:2]1[CH2:7][CH2:6][CH2:5][N:4]([C:8]([O:10][C:11]([CH3:14])([CH3:13])[CH3:12])=[O:9])[CH2:3]1.[CH3:15][S:16](O[S:16]([CH3:15])(=[O:18])=[O:17])(=[O:18])=[O:17], predict the reaction product. The product is: [CH3:15][S:16]([O:1][CH:2]1[CH2:7][CH2:6][CH2:5][N:4]([C:8]([O:10][C:11]([CH3:14])([CH3:13])[CH3:12])=[O:9])[CH2:3]1)(=[O:18])=[O:17]. (3) Given the reactants [F:1][C:2]1[CH:9]=[C:8]([F:10])[CH:7]=[CH:6][C:3]=1[CH2:4][NH2:5].C(=O)([O-])[O-].[K+].[K+].Br[CH2:18][C:19]1[CH:26]=[CH:25][C:22]([C:23]#[N:24])=[CH:21][CH:20]=1.[ClH:27], predict the reaction product. The product is: [ClH:27].[F:1][C:2]1[CH:9]=[C:8]([F:10])[CH:7]=[CH:6][C:3]=1[CH2:4][NH:5][CH2:18][C:19]1[CH:26]=[CH:25][C:22]([C:23]#[N:24])=[CH:21][CH:20]=1. (4) Given the reactants [CH2:1]([C@@H:8]([NH:12][C:13]([NH:15]C(C)(C)C)=[S:14])[C@H:9](O)[CH3:10])[C:2]1[CH:7]=[CH:6][CH:5]=[CH:4][CH:3]=1, predict the reaction product. The product is: [CH2:1]([C@@H:8]1[C@@H:9]([CH3:10])[S:14][C:13]([NH2:15])=[N:12]1)[C:2]1[CH:7]=[CH:6][CH:5]=[CH:4][CH:3]=1. (5) Given the reactants [Br:1]N1C(=O)CCC1=O.[Cl:9][C:10]1[C:11]([CH3:18])=[CH:12][C:13]([O:16][CH3:17])=[N:14][CH:15]=1.S([O-])([O-])(=O)=S.[Na+].[Na+], predict the reaction product. The product is: [Br:1][C:12]1[C:13]([O:16][CH3:17])=[N:14][CH:15]=[C:10]([Cl:9])[C:11]=1[CH3:18]. (6) The product is: [Br:1][CH2:2][C:3]([N:8]([CH2:6][CH3:7])[CH2:9][CH2:10][OH:11])=[O:4]. Given the reactants [Br:1][CH2:2][C:3](Br)=[O:4].[CH2:6]([NH:8][CH2:9][CH2:10][OH:11])[CH3:7].C(C1C=CC(S(NC2C=CC(C)=CC=2)(=O)=O)=CC=1)(C)(C)C, predict the reaction product.